From a dataset of Reaction yield outcomes from USPTO patents with 853,638 reactions. Predict the reaction yield, written as a fraction of the theoretical maximum amount of product (1.0 means a 100% yield; for example, 0.34 means a 34% yield). (1) The reactants are [CH:1]1([C:4]2[CH:5]=[C:6]([C:13]3[N:17]([CH3:18])[N:16]=[N:15][N:14]=3)[CH:7]=[C:8]([N+:10]([O-])=O)[CH:9]=2)[CH2:3][CH2:2]1.[Sn](Cl)Cl.Cl. The catalyst is C(O)C. The product is [CH:1]1([C:4]2[CH:9]=[C:8]([NH2:10])[CH:7]=[C:6]([C:13]3[N:17]([CH3:18])[N:16]=[N:15][N:14]=3)[CH:5]=2)[CH2:3][CH2:2]1. The yield is 0.430. (2) The yield is 0.550. The product is [C:32]([O:34][CH:19]1[C:11]2=[N:12][CH:13]=[C:14]([N+:15]([O-:17])=[O:16])[C:9]([N:5]3[CH2:6][C@H:7]([CH3:8])[C:2]([OH:1])([CH3:30])[C@H:3]([NH:22][C:23]([O:24][C:25]([CH3:27])([CH3:26])[CH3:28])=[O:29])[CH2:4]3)=[C:10]2[CH2:21][CH2:20]1)(=[O:33])[CH3:31]. No catalyst specified. The reactants are [OH:1][C:2]1([CH3:30])[C@@H:7]([CH3:8])[CH2:6][N:5]([C:9]2[C:14]([N+:15]([O-:17])=[O:16])=[CH:13][N+:12]([O-])=[C:11]3[CH2:19][CH2:20][CH2:21][C:10]=23)[CH2:4][C@H:3]1[NH:22][C:23](=[O:29])[O:24][C:25]([CH3:28])([CH3:27])[CH3:26].[CH3:31][C:32]([O:34]C(C)=O)=[O:33]. (3) The reactants are [CH3:1][NH2:2].C[O:4][C:5](=O)[C:6]1[CH:11]=[C:10]([Cl:12])[C:9]([O:13][CH2:14][C:15]2[CH:20]=[CH:19][C:18]([O:21][CH3:22])=[CH:17][CH:16]=2)=[CH:8][C:7]=1[OH:23]. The catalyst is C1COCC1. The product is [Cl:12][C:10]1[C:9]([O:13][CH2:14][C:15]2[CH:20]=[CH:19][C:18]([O:21][CH3:22])=[CH:17][CH:16]=2)=[CH:8][C:7]([OH:23])=[C:6]([CH:11]=1)[C:5]([NH:2][CH3:1])=[O:4]. The yield is 0.950. (4) The reactants are [CH3:1][C:2]1[S:6][C:5]([CH:7]=[O:8])=[CH:4][CH:3]=1.[Br:9]Br. The catalyst is CC(O)=O.C(=O)([O-])[O-].[Na+].[Na+]. The product is [Br:9][C:3]1[CH:4]=[C:5]([CH:7]=[O:8])[S:6][C:2]=1[CH3:1]. The yield is 0.680. (5) The reactants are [CH3:1][O:2][C:3]1[CH:4]=[C:5]2[C:10](=[CH:11][C:12]=1[O:13][CH3:14])[N:9]=[CH:8][CH:7]=[C:6]2[O:15][C:16]1[C:22]([CH3:23])=[CH:21][C:19]([NH2:20])=[C:18]([CH3:24])[CH:17]=1.C1(C)C=CC=CC=1.C(N(CC)CC)C.Cl[C:40](Cl)([O:42][C:43](=[O:49])OC(Cl)(Cl)Cl)Cl.[CH3:51][C:52]1[CH:57]=[CH:56][C:55]([CH3:58])=[CH:54][C:53]=1[S:59][CH:60](C)[CH2:61]O. The catalyst is C(Cl)Cl. The product is [CH3:1][O:2][C:3]1[CH:4]=[C:5]2[C:10](=[CH:11][C:12]=1[O:13][CH3:14])[N:9]=[CH:8][CH:7]=[C:6]2[O:15][C:16]1[C:22]([CH3:23])=[CH:21][C:19]([NH:20][C:43](=[O:49])[O:42][CH2:40][CH2:61][CH2:60][S:59][C:53]2[CH:54]=[C:55]([CH3:58])[CH:56]=[CH:57][C:52]=2[CH3:51])=[C:18]([CH3:24])[CH:17]=1. The yield is 0.420. (6) The reactants are [NH2:1][C:2]1[C:3]2[C:10]([C:11]3[CH:16]=[CH:15][C:14]([NH:17][C:18]([NH:20][C:21]4[CH:26]=[C:25]([C:27]([F:30])([F:29])[F:28])[CH:24]=[CH:23][C:22]=4[F:31])=[O:19])=[CH:13][C:12]=3[O:32]CC3C=CC=CC=3)=[CH:9][S:8][C:4]=2[N:5]=[CH:6][N:7]=1.O.[OH-].[Na+].Cl. The catalyst is Br.C(O)(=O)C.C(O)(=O)C. The product is [NH2:1][C:2]1[C:3]2[C:10]([C:11]3[CH:16]=[CH:15][C:14]([NH:17][C:18]([NH:20][C:21]4[CH:26]=[C:25]([C:27]([F:30])([F:28])[F:29])[CH:24]=[CH:23][C:22]=4[F:31])=[O:19])=[CH:13][C:12]=3[OH:32])=[CH:9][S:8][C:4]=2[N:5]=[CH:6][N:7]=1. The yield is 0.190. (7) The reactants are [CH3:1][O:2][C:3]1[CH:4]=[C:5]([CH:9]=[CH:10][CH:11]=1)[CH2:6]CN.[C:12](=[O:15])([O-:14])[O-].[Cs+].[Cs+].[CH2:18](Br)[CH:19]=[CH:20][C:21]1[CH:26]=[CH:25][CH:24]=[CH:23][CH:22]=1.[CH3:28][N:29](C=[O:32])C. The catalyst is O. The product is [C:3]([OH:2])(=[O:32])/[CH:11]=[CH:10]/[C:12]([OH:14])=[O:15].[CH3:1][O:2][C:3]1[CH:11]=[CH:10][C:9]2[CH:20]([C:21]3[CH:26]=[CH:25][CH:24]=[CH:23][CH:22]=3)[CH2:19][CH2:18][N:29]([CH3:28])[CH2:6][C:5]=2[CH:4]=1. The yield is 0.580.